From a dataset of Forward reaction prediction with 1.9M reactions from USPTO patents (1976-2016). Predict the product of the given reaction. Given the reactants [C:1]([O:5][C:6](=[O:19])[NH:7][CH2:8][C@@H:9]1[CH2:11][C@H:10]1[C:12]1[CH:17]=[CH:16][CH:15]=[CH:14][C:13]=1[NH2:18])([CH3:4])([CH3:3])[CH3:2].[C:20](Cl)(=[O:27])[C:21]1[CH:26]=[CH:25][CH:24]=[CH:23][CH:22]=1, predict the reaction product. The product is: [C:1]([O:5][C:6](=[O:19])[NH:7][CH2:8][C@@H:9]1[CH2:11][C@H:10]1[C:12]1[CH:17]=[CH:16][CH:15]=[CH:14][C:13]=1[NH:18][C:20](=[O:27])[C:21]1[CH:26]=[CH:25][CH:24]=[CH:23][CH:22]=1)([CH3:4])([CH3:2])[CH3:3].